Dataset: Reaction yield outcomes from USPTO patents with 853,638 reactions. Task: Predict the reaction yield, written as a fraction of the theoretical maximum amount of product (1.0 means a 100% yield; for example, 0.34 means a 34% yield). (1) The reactants are [NH2:1][C:2]1[N:10]=[C:9]([NH2:11])[CH:8]=[CH:7][C:3]=1[C:4]([OH:6])=O.C(N(CC)CC)C.F[P-](F)(F)(F)(F)F.N1(O[P+](N(C)C)(N(C)C)N(C)C)C2C=CC=CC=2N=N1.[CH2:46]([O:53][C:54]1[CH:61]=[CH:60][C:57]([CH2:58][NH2:59])=[CH:56][CH:55]=1)[C:47]1[CH:52]=[CH:51][CH:50]=[CH:49][CH:48]=1.N1C2C(=NC=CC=2)C=C1. The catalyst is CN(C)C=O.[Cl-].[Na+].O. The product is [NH2:1][C:2]1[N:10]=[C:9]([NH2:11])[CH:8]=[CH:7][C:3]=1[C:4]([NH:59][CH2:58][C:57]1[CH:60]=[CH:61][C:54]([O:53][CH2:46][C:47]2[CH:52]=[CH:51][CH:50]=[CH:49][CH:48]=2)=[CH:55][CH:56]=1)=[O:6]. The yield is 0.270. (2) The reactants are [CH2:1]([N:8]1[CH2:13][CH2:12][CH:11]([NH:14][C:15]([C:17]2[C:25]3[C:20](=[CH:21][CH:22]=[CH:23][CH:24]=3)[NH:19][N:18]=2)=[O:16])[CH2:10][CH2:9]1)[C:2]1[CH:7]=[CH:6][CH:5]=[CH:4][CH:3]=1.[H-].[Na+].[CH:28](Br)([CH3:30])[CH3:29]. The catalyst is CN(C=O)C. The product is [CH2:1]([N:8]1[CH2:13][CH2:12][CH:11]([NH:14][C:15]([C:17]2[C:25]3[C:20](=[CH:21][CH:22]=[CH:23][CH:24]=3)[N:19]([CH:28]([CH3:30])[CH3:29])[N:18]=2)=[O:16])[CH2:10][CH2:9]1)[C:2]1[CH:3]=[CH:4][CH:5]=[CH:6][CH:7]=1. The yield is 0.327. (3) The reactants are C1C=CC(C2C=CC=CC=2)=CC=1.C1C=CC(OC2C=CC=CC=2)=CC=1.[Cl:26][C:27]1[CH:32]=[CH:31][C:30]([C:33]([F:36])([F:35])[F:34])=[CH:29][C:28]=1[NH:37][CH:38]=[C:39]([C:45](OCC)=[O:46])[C:40]([O:42][CH2:43][CH3:44])=[O:41]. No catalyst specified. The product is [Cl:26][C:27]1[CH:32]=[CH:31][C:30]([C:33]([F:34])([F:35])[F:36])=[C:29]2[C:28]=1[NH:37][CH:38]=[C:39]([C:40]([O:42][CH2:43][CH3:44])=[O:41])[C:45]2=[O:46]. The yield is 0.650. (4) The reactants are [N+:1]([C:4]1[N:8]=[CH:7][N:6]([C:9]2[CH:16]=[CH:15][C:14](/[CH:17]=[CH:18]/[CH:19]([C:24]3[CH:29]=[C:28]([Cl:30])[C:27]([Cl:31])=[C:26]([Cl:32])[CH:25]=3)[C:20]([F:23])([F:22])[F:21])=[CH:13][C:10]=2[C:11]#[N:12])[N:5]=1)([O-])=O.[NH4+].[Cl-]. The catalyst is CO.[Zn]. The yield is 0.890. The product is [NH2:1][C:4]1[N:8]=[CH:7][N:6]([C:9]2[CH:16]=[CH:15][C:14](/[CH:17]=[CH:18]/[CH:19]([C:24]3[CH:25]=[C:26]([Cl:32])[C:27]([Cl:31])=[C:28]([Cl:30])[CH:29]=3)[C:20]([F:21])([F:22])[F:23])=[CH:13][C:10]=2[C:11]#[N:12])[N:5]=1. (5) The reactants are C([Si]([O:8][C:9]1[CH:14]=[CH:13][CH:12]=[C:11](I)[CH:10]=1)(C)C)(C)(C)C.Br[C:17]([F:24])([F:23])[C:18]([O:20][CH2:21][CH3:22])=[O:19].O. The catalyst is CS(C)=O.[Cu]. The product is [F:23][C:17]([F:24])([C:11]1[CH:12]=[CH:13][CH:14]=[C:9]([OH:8])[CH:10]=1)[C:18]([O:20][CH2:21][CH3:22])=[O:19]. The yield is 0.540. (6) The reactants are [F:1][C:2]1[C:7]([F:8])=[C:6]([NH:9][C:10]2[CH:15]=[CH:14][C:13]([I:16])=[CH:12][C:11]=2[F:17])[C:5]([NH2:18])=[CH:4][CH:3]=1.[CH2:19]([S:23](Cl)(=[O:25])=[O:24])[CH2:20][CH2:21][CH3:22]. No catalyst specified. The product is [F:8][C:7]1[C:6]([NH:9][C:10]2[CH:15]=[CH:14][C:13]([I:16])=[CH:12][C:11]=2[F:17])=[C:5]([NH:18][S:23]([CH2:19][CH2:20][CH2:21][CH3:22])(=[O:25])=[O:24])[CH:4]=[CH:3][C:2]=1[F:1]. The yield is 0.550. (7) The reactants are [NH2:1][CH2:2][CH2:3][O:4][C@@H:5]([C:19]1[CH:24]=[CH:23][CH:22]=[C:21]([F:25])[CH:20]=1)[C@@H:6]1[CH2:11][CH2:10][CH2:9][N:8]([C:12]([O:14][C:15]([CH3:18])([CH3:17])[CH3:16])=[O:13])[CH2:7]1.CCN(CC)CC.Cl[C:34]([O:36][CH3:37])=[O:35].O. The catalyst is CN(C1C=CN=CC=1)C.C(Cl)Cl. The product is [F:25][C:21]1[CH:20]=[C:19]([C@H:5]([O:4][CH2:3][CH2:2][NH:1][C:34]([O:36][CH3:37])=[O:35])[C@@H:6]2[CH2:11][CH2:10][CH2:9][N:8]([C:12]([O:14][C:15]([CH3:18])([CH3:16])[CH3:17])=[O:13])[CH2:7]2)[CH:24]=[CH:23][CH:22]=1. The yield is 0.970.